Dataset: Forward reaction prediction with 1.9M reactions from USPTO patents (1976-2016). Task: Predict the product of the given reaction. Given the reactants [Cl:1][C:2]1[CH:7]=[CH:6][C:5]([C:8]2([NH:11][C:12]3[N:17]=[C:16]([O:18][CH2:19][C:20]([F:23])([F:22])[F:21])[N:15]=[C:14]([NH:24][C:25]4[CH:33]=[CH:32][C:28]([C:29](O)=[O:30])=[CH:27][CH:26]=4)[N:13]=3)[CH2:10][CH2:9]2)=[CH:4][CH:3]=1.CN(C(ON1N=NC2C=CC=CC1=2)=[N+](C)C)C.[B-](F)(F)(F)F.Cl.Cl.[NH2:58][C@@H:59]([CH2:63][CH2:64][CH2:65][NH:66][C:67]([NH2:69])=[NH:68])[C:60]([NH2:62])=[O:61].CCN(C(C)C)C(C)C, predict the reaction product. The product is: [NH2:62][C:60](=[O:61])[C@@H:59]([NH:58][C:29](=[O:30])[C:28]1[CH:27]=[CH:26][C:25]([NH:24][C:14]2[N:13]=[C:12]([NH:11][C:8]3([C:5]4[CH:4]=[CH:3][C:2]([Cl:1])=[CH:7][CH:6]=4)[CH2:10][CH2:9]3)[N:17]=[C:16]([O:18][CH2:19][C:20]([F:21])([F:22])[F:23])[N:15]=2)=[CH:33][CH:32]=1)[CH2:63][CH2:64][CH2:65][NH:66][C:67]([NH2:69])=[NH:68].